This data is from Forward reaction prediction with 1.9M reactions from USPTO patents (1976-2016). The task is: Predict the product of the given reaction. Given the reactants ClC1C=[CH:33][C:5](CN2C(=O)C3C(=CC=CC=3)C(C3C4C(=CC=C(F)C=4)N(CC(O)=O)C=3C)=N2)=[CH:4]C=1F.[F:36][C:37]1[CH:38]=[C:39]2[C:43](=[CH:44][CH:45]=1)[N:42]([CH2:46][C:47]([O:49][C:50]([CH3:53])([CH3:52])[CH3:51])=[O:48])[C:41]([CH3:54])=[C:40]2[C:55]1[C:64]2[C:59](=[CH:60][CH:61]=[CH:62][CH:63]=2)[C:58]([OH:65])=[N:57][N:56]=1.N1C=CC=CC=1.C1(CN2C(=O)C3C(=CC=CC=3)C(C3C4C(=CC=C(F)C=4)N(CC(O)=O)C=3C)=N2)CC1.C1([Bi](C2CC2)C2CC2)CC1, predict the reaction product. The product is: [CH:33]1([N:57]2[C:58](=[O:65])[C:59]3[C:64](=[CH:63][CH:62]=[CH:61][CH:60]=3)[C:55]([C:40]3[C:39]4[C:43](=[CH:44][CH:45]=[C:37]([F:36])[CH:38]=4)[N:42]([CH2:46][C:47]([O:49][C:50]([CH3:53])([CH3:52])[CH3:51])=[O:48])[C:41]=3[CH3:54])=[N:56]2)[CH2:5][CH2:4]1.